Dataset: Full USPTO retrosynthesis dataset with 1.9M reactions from patents (1976-2016). Task: Predict the reactants needed to synthesize the given product. (1) Given the product [N:1]1[C:12]2[CH2:15][CH2:16][CH2:17][CH2:13][C:11]=2[CH:10]=[C:4]([NH:3][C:2]2[NH:1][CH2:5][CH2:4][N:3]=2)[CH:5]=1, predict the reactants needed to synthesize it. The reactants are: [NH:1]1[CH2:5][CH2:4][N:3]=[C:2]1S(O)(=O)=O.[CH2:10](O)[CH:11]([CH3:13])[CH3:12].[C:15](O)(=O)/[CH:16]=[CH:17]/C(O)=O. (2) Given the product [CH2:12]([O:11][C:4]1[C:5]([OH:10])=[C:6]([CH:7]=[O:8])[CH:9]=[C:2]([C:14]2[CH:19]=[CH:18][CH:17]=[CH:16][CH:15]=2)[CH:3]=1)[CH3:13], predict the reactants needed to synthesize it. The reactants are: Br[C:2]1[CH:3]=[C:4]([O:11][CH2:12][CH3:13])[C:5]([OH:10])=[C:6]([CH:9]=1)[CH:7]=[O:8].[C:14]1(B(O)O)[CH:19]=[CH:18][CH:17]=[CH:16][CH:15]=1. (3) The reactants are: [N:1]1[CH:6]=[CH:5][CH:4]=[C:3]([O:7][CH2:8][C@H:9]2[CH2:11][C@@H:10]2[C:12]2[CH:13]=[C:14]([OH:18])[CH:15]=[N:16][CH:17]=2)[CH:2]=1.[H-].[Na+].[C:21]([O:25][C:26]([N:28]1[CH2:31][CH2:30][C@H:29]1[CH2:32]OS(C1C=CC(C)=CC=1)(=O)=O)=[O:27])([CH3:24])([CH3:23])[CH3:22].[NH4+].[Cl-]. Given the product [C:21]([O:25][C:26]([N:28]1[CH2:31][CH2:30][C@H:29]1[CH2:32][O:18][C:14]1[CH:15]=[N:16][CH:17]=[C:12]([C@H:10]2[CH2:11][C@@H:9]2[CH2:8][O:7][C:3]2[CH:2]=[N:1][CH:6]=[CH:5][CH:4]=2)[CH:13]=1)=[O:27])([CH3:24])([CH3:22])[CH3:23], predict the reactants needed to synthesize it. (4) Given the product [CH2:12]([O:11][C:9]1[CH:10]=[C:2]2[C:3]([C:4](=[O:6])[NH:20][C:21](=[O:22])[NH:1]2)=[CH:7][C:8]=1[Br:19])[C:13]1[CH:18]=[CH:17][CH:16]=[CH:15][CH:14]=1, predict the reactants needed to synthesize it. The reactants are: [NH2:1][C:2]1[CH:10]=[C:9]([O:11][CH2:12][C:13]2[CH:18]=[CH:17][CH:16]=[CH:15][CH:14]=2)[C:8]([Br:19])=[CH:7][C:3]=1[C:4]([OH:6])=O.[NH2:20][C:21](N)=[O:22]. (5) Given the product [F:1][C:2]1[CH:7]=[CH:6][CH:5]=[C:4]([F:8])[C:3]=1[N:9]1[C:17]2[CH:16]=[CH:15][N:14]=[C:13]([O:18][CH3:19])[C:12]=2[C:11]([C:20]2[CH:29]=[CH:28][C:23]([C:24]([OH:26])=[O:25])=[CH:22][CH:21]=2)=[N:10]1, predict the reactants needed to synthesize it. The reactants are: [F:1][C:2]1[CH:7]=[CH:6][CH:5]=[C:4]([F:8])[C:3]=1[N:9]1[C:17]2[CH:16]=[CH:15][N:14]=[C:13]([O:18][CH3:19])[C:12]=2[C:11]([C:20]2[CH:29]=[CH:28][C:23]([C:24]([O:26]C)=[O:25])=[CH:22][CH:21]=2)=[N:10]1.CO.[OH-].[Na+]. (6) Given the product [CH2:32]([S:29]([C:27]1[CH:28]=[C:23]([CH:24]=[C:25]([F:34])[CH:26]=1)[O:21][C:4]1[CH:5]=[CH:6][C:7]([N:8]2[C:12]3[CH:13]=[CH:14][CH:15]=[C:16]([C:17]([F:20])([F:19])[F:18])[C:11]=3[N:10]=[CH:9]2)=[C:2]([CH3:1])[CH:3]=1)(=[O:30])=[O:31])[CH3:33], predict the reactants needed to synthesize it. The reactants are: [CH3:1][C:2]1[CH:3]=[C:4]([OH:21])[CH:5]=[CH:6][C:7]=1[N:8]1[C:12]2[CH:13]=[CH:14][CH:15]=[C:16]([C:17]([F:20])([F:19])[F:18])[C:11]=2[N:10]=[CH:9]1.F[C:23]1[CH:28]=[C:27]([S:29]([CH2:32][CH3:33])(=[O:31])=[O:30])[CH:26]=[C:25]([F:34])[CH:24]=1. (7) Given the product [CH3:29][C:11]1([CH3:30])[C:10]2[C:16](=[CH:17][NH:8][N:9]=2)[C:15]2[N:18]=[C:19]([NH:21][C:22]3[N:27]=[C:26]([CH3:28])[CH:25]=[CH:24][N:23]=3)[S:20][C:14]=2[CH2:13][O:12]1, predict the reactants needed to synthesize it. The reactants are: COC1C=CC(C[N:8]2[CH:17]=[C:16]3[C:10]([C:11]([CH3:30])([CH3:29])[O:12][CH2:13][C:14]4[S:20][C:19]([NH:21][C:22]5[N:27]=[C:26]([CH3:28])[CH:25]=[CH:24][N:23]=5)=[N:18][C:15]=43)=[N:9]2)=CC=1. (8) Given the product [O:1]=[C:2]1[C:11]2[C:6](=[CH:7][CH:8]=[CH:9][CH:10]=2)[C:5]([O:12][C:13]2[CH:14]=[C:15]([CH:21]=[CH:22][CH:23]=2)[C:16]([OH:18])=[O:17])=[N:4][NH:3]1, predict the reactants needed to synthesize it. The reactants are: [O:1]=[C:2]1[C:11]2[C:6](=[CH:7][CH:8]=[CH:9][CH:10]=2)[C:5]([O:12][C:13]2[CH:14]=[C:15]([CH:21]=[CH:22][CH:23]=2)[C:16]([O:18]CC)=[O:17])=[N:4][NH:3]1.Cl. (9) Given the product [NH2:17][C:14]1[CH:13]=[CH:12][C:11]([S:2]([CH3:1])(=[N:4][C:5](=[O:10])[C:6]([F:9])([F:7])[F:8])=[O:3])=[CH:16][CH:15]=1, predict the reactants needed to synthesize it. The reactants are: [CH3:1][S:2]([C:11]1[CH:16]=[CH:15][C:14]([N+:17]([O-])=O)=[CH:13][CH:12]=1)(=[N:4][C:5](=[O:10])[C:6]([F:9])([F:8])[F:7])=[O:3].C(OC(C)C)(C)C. (10) The reactants are: [Cl:1][C:2]1[CH:3]=[CH:4][C:5]([C:36]#[N:37])=[C:6]([C:8]2[C:13]([O:14][CH3:15])=[CH:12][N:11]([CH:16]([CH2:31][CH:32]([F:34])[F:33])[C:17]([NH:19][C:20]3[CH:30]=[CH:29][C:23]([C:24]([O:26]CC)=[O:25])=[CH:22][CH:21]=3)=[O:18])[C:10](=[O:35])[CH:9]=2)[CH:7]=1.C(=O)([O-])[O-].[Cs+].[Cs+]. Given the product [Cl:1][C:2]1[CH:3]=[CH:4][C:5]([C:36]#[N:37])=[C:6]([C:8]2[C:13]([O:14][CH3:15])=[CH:12][N:11]([CH:16]([CH2:31][CH:32]([F:34])[F:33])[C:17]([NH:19][C:20]3[CH:30]=[CH:29][C:23]([C:24]([OH:26])=[O:25])=[CH:22][CH:21]=3)=[O:18])[C:10](=[O:35])[CH:9]=2)[CH:7]=1, predict the reactants needed to synthesize it.